This data is from Forward reaction prediction with 1.9M reactions from USPTO patents (1976-2016). The task is: Predict the product of the given reaction. The product is: [NH2:1][C:4]1[CH:21]=[CH:20][C:7]2[N:8]=[C:9]([NH:11][C:12](=[O:19])[C:13]3[CH:18]=[CH:17][CH:16]=[N:15][CH:14]=3)[S:10][C:6]=2[CH:5]=1. Given the reactants [N+:1]([C:4]1[CH:21]=[CH:20][C:7]2[N:8]=[C:9]([NH:11][C:12](=[O:19])[C:13]3[CH:18]=[CH:17][CH:16]=[N:15][CH:14]=3)[S:10][C:6]=2[CH:5]=1)([O-])=O, predict the reaction product.